The task is: Predict the reactants needed to synthesize the given product.. This data is from Full USPTO retrosynthesis dataset with 1.9M reactions from patents (1976-2016). Given the product [Cl:20][C:21]1[CH:26]=[CH:25][C:24]([O:27][C:9]2[CH:8]=[C:7]([F:11])[C:4]([C:5]([NH:36][S:33]([CH3:32])(=[O:35])=[O:34])=[O:6])=[C:3]([O:12][CH3:13])[C:2]=2[F:1])=[CH:23][C:22]=1[C:28]([F:29])([F:30])[F:31], predict the reactants needed to synthesize it. The reactants are: [F:1][C:2]1[C:3]([O:12][CH3:13])=[C:4]([C:7]([F:11])=[CH:8][C:9]=1F)[CH:5]=[O:6].C(=O)([O-])[O-].[K+].[K+].[Cl:20][C:21]1[CH:26]=[CH:25][C:24]([OH:27])=[CH:23][C:22]=1[C:28]([F:31])([F:30])[F:29].[CH3:32][S:33]([NH2:36])(=[O:35])=[O:34].C(C(OC1C(OC(C(C)(C)C)=O)=C(I)C=CC=1)=O)(C)(C)C.